Dataset: Reaction yield outcomes from USPTO patents with 853,638 reactions. Task: Predict the reaction yield, written as a fraction of the theoretical maximum amount of product (1.0 means a 100% yield; for example, 0.34 means a 34% yield). (1) The reactants are Cl[C:2]1[C:3](=[O:11])[N:4]([CH2:9][CH3:10])[C:5](=[O:8])[C:6]=1[Cl:7].[SH:12][C:13]1[CH:18]=[CH:17][CH:16]=[CH:15][C:14]=1[OH:19]. The catalyst is CCO. The product is [Cl:7][C:6]1[C:5](=[O:8])[N:4]([CH2:9][CH3:10])[C:3](=[O:11])[C:2]=1[S:12][C:13]1[CH:18]=[CH:17][CH:16]=[CH:15][C:14]=1[OH:19]. The yield is 0.350. (2) The reactants are N1[C:6]2[CH2:7][CH2:8][N:9]([CH2:11][CH2:12][CH2:13][CH2:14][O:15][C:16]3[CH:25]=[C:24]4[C:19]([CH2:20][CH2:21][C:22](=[O:26])[NH:23]4)=[CH:18][CH:17]=3)[CH2:10][C:5]=2[CH:4]=NC=1.[S:27]1C2CCNCC=2C=[CH:28]1. No catalyst specified. The product is [S:27]1[C:6]2[CH2:7][CH2:8][N:9]([CH2:11][CH2:12][CH2:13][CH2:14][O:15][C:16]3[CH:25]=[C:24]4[C:19]([CH2:20][CH2:21][C:22](=[O:26])[NH:23]4)=[CH:18][CH:17]=3)[CH2:10][C:5]=2[CH:4]=[CH:28]1. The yield is 0.489.